From a dataset of Peptide-MHC class II binding affinity with 134,281 pairs from IEDB. Regression. Given a peptide amino acid sequence and an MHC pseudo amino acid sequence, predict their binding affinity value. This is MHC class II binding data. (1) The peptide sequence is STWYGKPTAAGPKDN. The MHC is HLA-DQA10104-DQB10503 with pseudo-sequence HLA-DQA10104-DQB10503. The binding affinity (normalized) is 0. (2) The peptide sequence is VRILRRVHHRKYLTD. The MHC is HLA-DQA10101-DQB10501 with pseudo-sequence HLA-DQA10101-DQB10501. The binding affinity (normalized) is 0. (3) The peptide sequence is VIPANWKPDTVYTSK. The MHC is DRB1_1302 with pseudo-sequence DRB1_1302. The binding affinity (normalized) is 0.482.